From a dataset of Catalyst prediction with 721,799 reactions and 888 catalyst types from USPTO. Predict which catalyst facilitates the given reaction. (1) Reactant: [Cl:1][C:2]1[CH:10]=[C:9]([NH:11][CH2:12][C:13]2[CH:18]=[CH:17][CH:16]=[C:15](I)[CH:14]=2)[C:5]([C:6]([NH2:8])=[O:7])=[CH:4][N:3]=1.[N:20]1[CH:25]=[CH:24][C:23](B(O)O)=[CH:22][CH:21]=1.C([O-])([O-])=O.[Na+].[Na+]. Product: [Cl:1][C:2]1[CH:10]=[C:9]([NH:11][CH2:12][C:13]2[CH:18]=[CH:17][CH:16]=[C:15]([C:23]3[CH:24]=[CH:25][N:20]=[CH:21][CH:22]=3)[CH:14]=2)[C:5]([C:6]([NH2:8])=[O:7])=[CH:4][N:3]=1. The catalyst class is: 551. (2) Reactant: C[O:2][C:3](=[O:37])[CH2:4][O:5][C:6]1[CH:15]=[CH:14][C:13]([Cl:16])=[C:12]2[C:7]=1[C:8]([O:33][CH:34]([F:36])[F:35])=[C:9]([CH2:19][C:20]1[CH:25]=[CH:24][C:23]([C:26]([N:28]3[CH2:32][CH2:31][CH2:30][CH2:29]3)=[O:27])=[CH:22][CH:21]=1)[C:10]([CH2:17][CH3:18])=[N:11]2.[OH-].[Li+]. Product: [Cl:16][C:13]1[CH:14]=[CH:15][C:6]([O:5][CH2:4][C:3]([OH:37])=[O:2])=[C:7]2[C:12]=1[N:11]=[C:10]([CH2:17][CH3:18])[C:9]([CH2:19][C:20]1[CH:21]=[CH:22][C:23]([C:26]([N:28]3[CH2:29][CH2:30][CH2:31][CH2:32]3)=[O:27])=[CH:24][CH:25]=1)=[C:8]2[O:33][CH:34]([F:35])[F:36]. The catalyst class is: 7. (3) Reactant: [CH2:1]1[O:3][CH2:2]1.[C:4](O)(=O)C=C.C(O)(=O)C=C.OC1C=CC(C(C2C=CC(O)=CC=2)(C)C)=CC=1.[C:31]([O:36][CH2:37][CH:38]1[O:40][CH2:39]1)(=[O:35])[C:32](C)=C. Product: [C:31]([O:36][CH2:37][CH2:38][O:40][CH2:39][CH2:1][O:3][CH2:2][CH3:4])(=[O:35])[CH3:32]. The catalyst class is: 425. (4) Reactant: C([N:4]1[C:8]2[CH:9]=[CH:10][C:11]([C:13]3[NH:14][C:15]4[N:16]([N:20]=[C:21]([NH:29][C:30](=[O:32])[CH3:31])[C:22]=4[C:23]4[CH:28]=[CH:27][CH:26]=[CH:25][N:24]=4)[C:17](=[O:19])[CH:18]=3)=[CH:12][C:7]=2[N:6]=[N:5]1)(=O)C.C([O-])([O-])=O.[K+].[K+]. Product: [NH:4]1[C:8]2[CH:9]=[CH:10][C:11]([C:13]3[NH:14][C:15]4[N:16]([N:20]=[C:21]([NH:29][C:30](=[O:32])[CH3:31])[C:22]=4[C:23]4[CH:28]=[CH:27][CH:26]=[CH:25][N:24]=4)[C:17](=[O:19])[CH:18]=3)=[CH:12][C:7]=2[N:6]=[N:5]1. The catalyst class is: 5. (5) Reactant: C(Cl)(=O)C(Cl)=O.CS(C)=O.[C:11]([C:15]1[CH:19]=[C:18]([CH2:20][OH:21])[N:17]([CH2:22][C:23]2[CH:28]=[CH:27][C:26]([C:29]([F:32])([F:31])[F:30])=[CH:25][C:24]=2[Cl:33])[N:16]=1)([CH3:14])([CH3:13])[CH3:12].C(N(CC)CC)C. Product: [C:11]([C:15]1[CH:19]=[C:18]([CH:20]=[O:21])[N:17]([CH2:22][C:23]2[CH:28]=[CH:27][C:26]([C:29]([F:32])([F:31])[F:30])=[CH:25][C:24]=2[Cl:33])[N:16]=1)([CH3:14])([CH3:12])[CH3:13]. The catalyst class is: 4. (6) Reactant: [H-].[Al+3].[Li+].[H-].[H-].[H-].[CH:7](=[O:16])[CH:8]=[CH:9][C:10]1[CH:15]=[CH:14][CH:13]=[CH:12][CH:11]=1.[CH2:17]([O:24][CH2:25][CH2:26][O:27][CH2:28][CH2:29][O:30][C:31]1[CH:36]=[CH:35][C:34]([C:37]([C:39]2[CH:44]=[CH:43][CH:42]=[CH:41][CH:40]=2)=[O:38])=[CH:33][CH:32]=1)[C:18]1[CH:23]=[CH:22][CH:21]=[CH:20][CH:19]=1. Product: [CH2:17]([O:24][CH2:25][CH2:26][O:27][CH2:28][CH2:29][O:30][C:31]1[CH:32]=[CH:33][C:34]([C:37]([C:39]2[CH:40]=[CH:41][CH:42]=[CH:43][CH:44]=2)([OH:38])[CH:9]([C:10]2[CH:15]=[CH:14][CH:13]=[CH:12][CH:11]=2)[CH2:8][CH2:7][OH:16])=[CH:35][CH:36]=1)[C:18]1[CH:23]=[CH:22][CH:21]=[CH:20][CH:19]=1. The catalyst class is: 7.